From a dataset of Full USPTO retrosynthesis dataset with 1.9M reactions from patents (1976-2016). Predict the reactants needed to synthesize the given product. (1) Given the product [F:34][C:35]([F:48])([F:47])[S:36]([O:1][C:2]1[CH:19]=[C:18]2[C:5]([C@H:6]3[C@H:15]([CH2:16][S:17]2(=[O:20])=[O:21])[C@:14]2([CH3:22])[C@H:9]([C:10]([CH3:23])([CH3:24])[CH2:11][CH2:12][CH2:13]2)[CH2:8][CH2:7]3)=[C:4]([O:25][CH3:26])[CH:3]=1)(=[O:38])=[O:37], predict the reactants needed to synthesize it. The reactants are: [OH:1][C:2]1[CH:19]=[C:18]2[C:5]([C@H:6]3[C@H:15]([CH2:16][S:17]2(=[O:21])=[O:20])[C@:14]2([CH3:22])[C@H:9]([C:10]([CH3:24])([CH3:23])[CH2:11][CH2:12][CH2:13]2)[CH2:8][CH2:7]3)=[C:4]([O:25][CH3:26])[CH:3]=1.C(N(CC)CC)C.[F:34][C:35]([F:48])([F:47])[S:36](O[S:36]([C:35]([F:48])([F:47])[F:34])(=[O:38])=[O:37])(=[O:38])=[O:37]. (2) Given the product [F:1][C:2]([F:10])([F:11])[C:3]1[CH:4]=[C:5]([NH:9][C:12](=[O:14])[CH3:13])[CH:6]=[CH:7][CH:8]=1, predict the reactants needed to synthesize it. The reactants are: [F:1][C:2]([F:11])([F:10])[C:3]1[CH:4]=[C:5]([NH2:9])[CH:6]=[CH:7][CH:8]=1.[C:12](OC(=O)C)(=[O:14])[CH3:13].C(N(CC)CC)C. (3) Given the product [OH:19][C:15]1[C:16]([CH3:18])=[CH:17][C:12]([C:7]2[NH:6][C:5](=[O:21])[C:4]3[C:9](=[CH:10][CH:11]=[C:2]([NH:1][C:22](=[O:24])[CH3:23])[CH:3]=3)[N:8]=2)=[CH:13][C:14]=1[CH3:20], predict the reactants needed to synthesize it. The reactants are: [NH2:1][C:2]1[CH:3]=[C:4]2[C:9](=[CH:10][CH:11]=1)[N:8]=[C:7]([C:12]1[CH:17]=[C:16]([CH3:18])[C:15]([OH:19])=[C:14]([CH3:20])[CH:13]=1)[NH:6][C:5]2=[O:21].[C:22](OC(=O)C)(=[O:24])[CH3:23]. (4) Given the product [OH:18][C:19]1[CH:20]=[C:21]([N:29]([CH3:31])[CH3:30])[C:22]2[C:27]([CH:28]=1)=[CH:26][CH:25]=[CH:24][CH:23]=2, predict the reactants needed to synthesize it. The reactants are: OC1C=CC2CCCCN3C=2C=1C(=O)CC3.C[O:18][C:19]1[CH:20]=[C:21]([N:29]([CH3:31])[CH3:30])[C:22]2[C:27]([CH:28]=1)=[CH:26][CH:25]=[CH:24][CH:23]=2. (5) Given the product [OH:26][C:21]1[CH:22]=[CH:23][CH:24]=[CH:25][C:20]=1[C:11]1[N:10]=[C:9]([N:5]2[CH2:6][CH2:7][CH2:8][C@H:3]([CH2:2][NH:1][C:35](=[O:36])[O:37][C@@H:38]3[CH2:42][CH2:41][O:40][CH2:39]3)[CH2:4]2)[C:18]2[C:13](=[CH:14][C:15]([CH3:19])=[CH:16][CH:17]=2)[N:12]=1, predict the reactants needed to synthesize it. The reactants are: [NH2:1][CH2:2][C@H:3]1[CH2:8][CH2:7][CH2:6][N:5]([C:9]2[C:18]3[C:13](=[CH:14][C:15]([CH3:19])=[CH:16][CH:17]=3)[N:12]=[C:11]([C:20]3[CH:25]=[CH:24][CH:23]=[CH:22][C:21]=3[OH:26])[N:10]=2)[CH2:4]1.C(N(CC)CC)C.Cl[C:35]([O:37][C@@H:38]1[CH2:42][CH2:41][O:40][CH2:39]1)=[O:36].